Task: Predict the reactants needed to synthesize the given product.. Dataset: Full USPTO retrosynthesis dataset with 1.9M reactions from patents (1976-2016) (1) Given the product [F:1][C:2]1[CH:3]=[C:4]2[C:8](=[CH:9][CH:10]=1)[NH:7][C:6](=[O:11])[C:5]2=[N:12][N:13]=[CH:14][C:15]1[NH:19][C:18]([CH3:20])=[C:17]([C:21]([NH:23][CH2:24][CH2:25][CH2:26][CH2:27][CH2:28][C:29]([NH:69][C:66]2[CH:67]=[CH:68][C:63]([Cl:62])=[CH:64][C:65]=2[NH2:70])=[O:30])=[O:22])[C:16]=1[CH3:32], predict the reactants needed to synthesize it. The reactants are: [F:1][C:2]1[CH:3]=[C:4]2[C:8](=[CH:9][CH:10]=1)[NH:7][C:6](=[O:11])[C:5]2=[N:12][N:13]=[CH:14][C:15]1[NH:19][C:18]([CH3:20])=[C:17]([C:21]([NH:23][CH2:24][CH2:25][CH2:26][CH2:27][CH2:28][C:29](O)=[O:30])=[O:22])[C:16]=1[CH3:32].Cl.C(N=C=NCCCN(C)C)C.OC1C2N=NNC=2C=CC=1.C(N(CC)CC)C.[Cl:62][C:63]1[CH:68]=[CH:67][C:66]([NH2:69])=[C:65]([NH2:70])[CH:64]=1. (2) Given the product [CH:1]12[CH2:7][CH:4]([CH2:5][CH2:6]1)[CH2:3][N:2]2[C:18]([C:16]1[CH:15]=[CH:14][C:13]2=[N:9][O:10][N:11]=[C:12]2[CH:17]=1)=[O:19], predict the reactants needed to synthesize it. The reactants are: [CH:1]12[CH2:7][CH:4]([CH:5]=[CH:6]1)[C:3](=O)[NH:2]2.[N:9]1[O:10][N:11]=[C:12]2[CH:17]=[C:16]([C:18](Cl)=[O:19])[CH:15]=[CH:14][C:13]=12.O.S(=O)(=O)(O)O.